Dataset: NCI-60 drug combinations with 297,098 pairs across 59 cell lines. Task: Regression. Given two drug SMILES strings and cell line genomic features, predict the synergy score measuring deviation from expected non-interaction effect. (1) Drug 1: CC(C1=C(C=CC(=C1Cl)F)Cl)OC2=C(N=CC(=C2)C3=CN(N=C3)C4CCNCC4)N. Drug 2: C1=CC(=C2C(=C1NCCNCCO)C(=O)C3=C(C=CC(=C3C2=O)O)O)NCCNCCO. Cell line: MDA-MB-435. Synergy scores: CSS=49.8, Synergy_ZIP=18.3, Synergy_Bliss=19.5, Synergy_Loewe=14.3, Synergy_HSA=18.2. (2) Drug 1: C1CCN(CC1)CCOC2=CC=C(C=C2)C(=O)C3=C(SC4=C3C=CC(=C4)O)C5=CC=C(C=C5)O. Drug 2: C1C(C(OC1N2C=C(C(=O)NC2=O)F)CO)O. Cell line: MDA-MB-231. Synergy scores: CSS=28.8, Synergy_ZIP=2.04, Synergy_Bliss=0.402, Synergy_Loewe=-15.1, Synergy_HSA=-2.18. (3) Drug 1: C1=CC(=CC=C1CCC2=CNC3=C2C(=O)NC(=N3)N)C(=O)NC(CCC(=O)O)C(=O)O. Drug 2: CC1C(C(=O)NC(C(=O)N2CCCC2C(=O)N(CC(=O)N(C(C(=O)O1)C(C)C)C)C)C(C)C)NC(=O)C3=C4C(=C(C=C3)C)OC5=C(C(=O)C(=C(C5=N4)C(=O)NC6C(OC(=O)C(N(C(=O)CN(C(=O)C7CCCN7C(=O)C(NC6=O)C(C)C)C)C)C(C)C)C)N)C. Cell line: EKVX. Synergy scores: CSS=4.13, Synergy_ZIP=0.350, Synergy_Bliss=2.73, Synergy_Loewe=1.60, Synergy_HSA=0.253. (4) Drug 1: CC(C1=C(C=CC(=C1Cl)F)Cl)OC2=C(N=CC(=C2)C3=CN(N=C3)C4CCNCC4)N. Drug 2: CC=C1C(=O)NC(C(=O)OC2CC(=O)NC(C(=O)NC(CSSCCC=C2)C(=O)N1)C(C)C)C(C)C. Cell line: HCT-15. Synergy scores: CSS=16.6, Synergy_ZIP=-0.870, Synergy_Bliss=6.13, Synergy_Loewe=4.93, Synergy_HSA=5.48. (5) Drug 1: CC(C)(C#N)C1=CC(=CC(=C1)CN2C=NC=N2)C(C)(C)C#N. Drug 2: CC1CCC2CC(C(=CC=CC=CC(CC(C(=O)C(C(C(=CC(C(=O)CC(OC(=O)C3CCCCN3C(=O)C(=O)C1(O2)O)C(C)CC4CCC(C(C4)OC)O)C)C)O)OC)C)C)C)OC. Cell line: K-562. Synergy scores: CSS=-13.3, Synergy_ZIP=3.94, Synergy_Bliss=-2.25, Synergy_Loewe=-14.2, Synergy_HSA=-13.3. (6) Drug 1: CNC(=O)C1=CC=CC=C1SC2=CC3=C(C=C2)C(=NN3)C=CC4=CC=CC=N4. Drug 2: C1=CC=C(C(=C1)C(C2=CC=C(C=C2)Cl)C(Cl)Cl)Cl. Cell line: SK-OV-3. Synergy scores: CSS=6.12, Synergy_ZIP=0.268, Synergy_Bliss=3.28, Synergy_Loewe=1.50, Synergy_HSA=1.52. (7) Drug 1: C1CCC(CC1)NC(=O)N(CCCl)N=O. Drug 2: CC12CCC3C(C1CCC2O)C(CC4=C3C=CC(=C4)O)CCCCCCCCCS(=O)CCCC(C(F)(F)F)(F)F. Cell line: HOP-62. Synergy scores: CSS=7.93, Synergy_ZIP=-0.592, Synergy_Bliss=5.38, Synergy_Loewe=3.49, Synergy_HSA=2.94.